From a dataset of Full USPTO retrosynthesis dataset with 1.9M reactions from patents (1976-2016). Predict the reactants needed to synthesize the given product. (1) Given the product [F:15][C:16]([F:22])([F:21])[C:17]([NH:19][CH:1]=[C:8]([CH2:7][C:6]#[N:11])[C:9]#[N:10])([CH3:20])[CH3:18], predict the reactants needed to synthesize it. The reactants are: [CH:1](OCC)=O.[C:6](#[N:11])[CH2:7][CH2:8][C:9]#[N:10].C[O-].[Na+].[F:15][C:16]([F:22])([F:21])[C:17]([CH3:20])([NH2:19])[CH3:18].C(O)(=O)C. (2) Given the product [CH3:1][C:2]1[CH:7]=[CH:6][C:5]([S:8]([N:11]2[CH2:12][C:13]3=[CH:14][S:18][CH:17]=[C:16]3[CH2:15]2)(=[O:10])=[O:9])=[CH:4][CH:3]=1, predict the reactants needed to synthesize it. The reactants are: [CH3:1][C:2]1[CH:7]=[CH:6][C:5]([S:8]([N:11]([CH2:15][C:16]#[CH:17])[CH2:12][C:13]#[CH:14])(=[O:10])=[O:9])=[CH:4][CH:3]=1.[S:18]1C=CC=C1CC(O)=O.CC(N=NC(C#N)(C)C)(C#N)C. (3) Given the product [F:1][C:2]1[CH:3]=[C:4]([CH:20]=[CH:21][C:22]=1[C:23]([F:26])([F:24])[F:25])[CH2:5][CH:6]1[CH2:11][CH:10]([C:12]([OH:14])=[O:13])[CH2:9][CH2:8][N:7]1[C:16]([O:18][CH3:19])=[O:17], predict the reactants needed to synthesize it. The reactants are: [F:1][C:2]1[CH:3]=[C:4]([CH:20]=[CH:21][C:22]=1[C:23]([F:26])([F:25])[F:24])[CH2:5][CH:6]1[CH2:11][CH:10]([C:12]([O:14]C)=[O:13])[CH2:9][CH2:8][N:7]1[C:16]([O:18][CH3:19])=[O:17].[Br-].[Li+].C(N(CC)CC)C. (4) Given the product [CH2:1]([O:8][CH2:9][CH2:10][CH2:11][CH2:12][N:13]1[CH2:18][CH2:17][C:16](=[N:21][OH:22])[CH2:15][CH2:14]1)[C:2]1[CH:7]=[CH:6][CH:5]=[CH:4][CH:3]=1, predict the reactants needed to synthesize it. The reactants are: [CH2:1]([O:8][CH2:9][CH2:10][CH2:11][CH2:12][N:13]1[CH2:18][CH2:17][C:16](=O)[CH2:15][CH2:14]1)[C:2]1[CH:7]=[CH:6][CH:5]=[CH:4][CH:3]=1.Cl.[NH2:21][OH:22]. (5) Given the product [F:20][C:2]([F:19])([F:1])[C:3]1[CH:4]=[C:5]([C:9]2[C:10]3[N:11]([N:15]=[C:16]([NH:18][C:27]4[CH:28]=[CH:29][C:24]([C:23]([O:22][CH3:21])=[O:31])=[CH:25][CH:26]=4)[N:17]=3)[CH:12]=[CH:13][CH:14]=2)[CH:6]=[CH:7][CH:8]=1, predict the reactants needed to synthesize it. The reactants are: [F:1][C:2]([F:20])([F:19])[C:3]1[CH:4]=[C:5]([C:9]2[C:10]3[N:11]([N:15]=[C:16]([NH2:18])[N:17]=3)[CH:12]=[CH:13][CH:14]=2)[CH:6]=[CH:7][CH:8]=1.[CH3:21][O:22][C:23](=[O:31])[C:24]1[CH:29]=[CH:28][C:27](I)=[CH:26][CH:25]=1.C(=O)([O-])[O-].[Cs+].[Cs+]. (6) The reactants are: [CH3:1][O:2][C:3]1[CH:4]=[C:5]([CH:17]=[CH:18][C:19]([O:21]CC)=[O:20])[CH:6]=[CH:7][C:8]=1[O:9][CH2:10][C:11]1[CH:16]=[CH:15][CH:14]=[CH:13][CH:12]=1.[OH-].[Na+]. Given the product [CH3:1][O:2][C:3]1[CH:4]=[C:5]([CH:17]=[CH:18][C:19]([OH:21])=[O:20])[CH:6]=[CH:7][C:8]=1[O:9][CH2:10][C:11]1[CH:16]=[CH:15][CH:14]=[CH:13][CH:12]=1, predict the reactants needed to synthesize it. (7) Given the product [F:1][C:2]1[CH:3]=[CH:4][C:5](/[CH:8]=[CH:9]/[CH2:10][C:11]([CH3:25])([CH3:24])[CH2:12][N:13]([S:14]([C:17]2[CH:18]=[CH:19][C:20]([CH3:23])=[CH:21][CH:22]=2)(=[O:16])=[O:15])[C:31](=[O:32])[O:30][C:27]([CH3:29])([CH3:28])[CH3:26])=[CH:6][CH:7]=1, predict the reactants needed to synthesize it. The reactants are: [F:1][C:2]1[CH:7]=[CH:6][C:5](/[CH:8]=[CH:9]/[CH2:10][C:11]([CH3:25])([CH3:24])[CH2:12][NH:13][S:14]([C:17]2[CH:22]=[CH:21][C:20]([CH3:23])=[CH:19][CH:18]=2)(=[O:16])=[O:15])=[CH:4][CH:3]=1.[CH3:26][C:27]([O:30][C:31](O[C:31]([O:30][C:27]([CH3:29])([CH3:28])[CH3:26])=[O:32])=[O:32])([CH3:29])[CH3:28].O. (8) Given the product [C:48]([OH:50])(=[O:49])[CH3:47].[CH3:26][O:25][C:24]1[C:22]([OH:23])=[CH:21][CH:20]=[C:19](/[CH:18]=[CH:17]/[C:15]([CH2:14][C:12](/[CH:11]=[CH:10]/[C:5]2[CH:4]=[C:3]([O:2][CH3:1])[C:8]([OH:9])=[CH:7][CH:6]=2)=[O:13])=[O:16])[CH:27]=1, predict the reactants needed to synthesize it. The reactants are: [CH3:1][O:2][C:3]1[C:8]([OH:9])=[CH:7][CH:6]=[C:5](/[CH:10]=[CH:11]/[C:12]([CH2:14][C:15](/[CH:17]=[CH:18]/[C:19]2[CH:27]=[C:24]([O:25][CH3:26])[C:22]([OH:23])=[CH:21][CH:20]=2)=[O:16])=[O:13])[CH:4]=1.CC1C=CN=C(N)C=1C.C(N(CC)CC)C.C1(=O)[O:50][C:48](=[O:49])[CH2:47]CC1. (9) Given the product [ClH:37].[NH2:1][C:2]1[C:7]2=[C:8]([C:16]3[CH:21]=[CH:20][C:19]([NH2:22])=[C:18]([F:30])[CH:17]=3)[C:9]([C:11]([O:13][CH2:14][CH3:15])=[O:12])=[CH:10][N:6]2[N:5]=[CH:4][N:3]=1, predict the reactants needed to synthesize it. The reactants are: [NH2:1][C:2]1[C:7]2=[C:8]([C:16]3[CH:21]=[CH:20][C:19]([NH:22]C(OC(C)(C)C)=O)=[C:18]([F:30])[CH:17]=3)[C:9]([C:11]([O:13][CH2:14][CH3:15])=[O:12])=[CH:10][N:6]2[N:5]=[CH:4][N:3]=1.O1CCOCC1.[ClH:37]. (10) The reactants are: [NH2:1][C:2]1[CH:7]=[CH:6][CH:5]=[CH:4][CH:3]=1.[O-]P([O-])([O-])=O.[K+].[K+].[K+].[CH3:16][O:17][C:18](=[O:26])[C:19]1[CH:24]=[CH:23][C:22](Br)=[CH:21][CH:20]=1. Given the product [CH3:16][O:17][C:18](=[O:26])[C:19]1[CH:24]=[CH:23][C:22]([NH:1][C:2]2[CH:7]=[CH:6][CH:5]=[CH:4][CH:3]=2)=[CH:21][CH:20]=1, predict the reactants needed to synthesize it.